This data is from Forward reaction prediction with 1.9M reactions from USPTO patents (1976-2016). The task is: Predict the product of the given reaction. (1) Given the reactants C([O:3][C:4](=[O:37])[CH2:5][N:6]([C:11](=[O:36])[C:12]1[CH:17]=[CH:16][CH:15]=[C:14]([CH2:18][O:19][C:20]2[CH:25]=[CH:24][C:23]([C:26]3[CH:31]=[C:30]([F:32])[C:29]([F:33])=[CH:28][C:27]=3[O:34][CH3:35])=[CH:22][CH:21]=2)[CH:13]=1)[C:7]([CH3:10])([CH3:9])[CH3:8])C.[Li+].[OH-], predict the reaction product. The product is: [C:7]([N:6]([CH2:5][C:4]([OH:37])=[O:3])[C:11](=[O:36])[C:12]1[CH:17]=[CH:16][CH:15]=[C:14]([CH2:18][O:19][C:20]2[CH:25]=[CH:24][C:23]([C:26]3[CH:31]=[C:30]([F:32])[C:29]([F:33])=[CH:28][C:27]=3[O:34][CH3:35])=[CH:22][CH:21]=2)[CH:13]=1)([CH3:10])([CH3:8])[CH3:9]. (2) The product is: [CH2:6]1[C:7]2[C:3](=[C:2]([B:11]3[O:15][C:14]([CH3:17])([CH3:16])[C:13]([CH3:19])([CH3:18])[O:12]3)[CH:10]=[CH:9][CH:8]=2)[CH:4]=[CH:5]1. Given the reactants Br[C:2]1[CH:10]=[CH:9][CH:8]=[C:7]2[C:3]=1[CH:4]=[CH:5][CH2:6]2.[B:11]1([B:11]2[O:15][C:14]([CH3:17])([CH3:16])[C:13]([CH3:19])([CH3:18])[O:12]2)[O:15][C:14]([CH3:17])([CH3:16])[C:13]([CH3:19])([CH3:18])[O:12]1.C([O-])(=O)C.[K+].CN(C=O)C, predict the reaction product. (3) Given the reactants [NH2:1][C:2]1[CH:7]=[C:6]([CH2:8][CH2:9][C:10]([O:12][CH3:13])=[O:11])[CH:5]=[CH:4][C:3]=1[C:14]1[CH:19]=[CH:18][CH:17]=[C:16]([N:20]([CH3:29])[C:21]([NH:23][CH2:24][CH2:25][CH2:26][CH2:27][CH3:28])=[O:22])[CH:15]=1.I[CH2:31][CH2:32][CH2:33][CH3:34].C(N(C(C)C)CC)(C)C.O, predict the reaction product. The product is: [CH2:31]([NH:1][C:2]1[CH:7]=[C:6]([CH2:8][CH2:9][C:10]([O:12][CH3:13])=[O:11])[CH:5]=[CH:4][C:3]=1[C:14]1[CH:19]=[CH:18][CH:17]=[C:16]([N:20]([CH3:29])[C:21]([NH:23][CH2:24][CH2:25][CH2:26][CH2:27][CH3:28])=[O:22])[CH:15]=1)[CH2:32][CH2:33][CH3:34].